From a dataset of Full USPTO retrosynthesis dataset with 1.9M reactions from patents (1976-2016). Predict the reactants needed to synthesize the given product. (1) Given the product [F:33][C:2]([F:1])([F:34])[C:3]1[CH:4]=[C:5]([CH:30]=[CH:31][CH:32]=1)[C:6]([NH:8][C:9]1[CH:10]=[C:11]([CH:27]=[CH:28][CH:29]=1)[O:12][C:13]1[CH:14]=[CH:15][C:16]2[N:17]([CH:19]=[C:20]([C:22]([OH:24])=[O:23])[N:21]=2)[N:18]=1)=[O:7], predict the reactants needed to synthesize it. The reactants are: [F:1][C:2]([F:34])([F:33])[C:3]1[CH:4]=[C:5]([CH:30]=[CH:31][CH:32]=1)[C:6]([NH:8][C:9]1[CH:10]=[C:11]([CH:27]=[CH:28][CH:29]=1)[O:12][C:13]1[CH:14]=[CH:15][C:16]2[N:17]([CH:19]=[C:20]([C:22]([O:24]CC)=[O:23])[N:21]=2)[N:18]=1)=[O:7].[OH-].[Na+].CO.Cl. (2) Given the product [CH2:1]([O:8][C:9]([N:11]1[CH2:20][CH2:19][C:18]2[C:13](=[C:14]([Cl:22])[CH:15]=[CH:16][C:17]=2[S:24]([CH3:23])(=[O:26])=[O:25])[CH2:12]1)=[O:10])[C:2]1[CH:7]=[CH:6][CH:5]=[CH:4][CH:3]=1, predict the reactants needed to synthesize it. The reactants are: [CH2:1]([O:8][C:9]([N:11]1[CH2:20][CH2:19][C:18]2[C:13](=[C:14]([Cl:22])[CH:15]=[CH:16][C:17]=2Br)[CH2:12]1)=[O:10])[C:2]1[CH:7]=[CH:6][CH:5]=[CH:4][CH:3]=1.[CH3:23][S:24]([O-:26])=[O:25].[Na+].N1CCC[C@H]1C(O)=O.[OH-].[Na+]. (3) The reactants are: [F:1][C:2]1[CH:3]=[C:4]([CH2:9][C@H:10]([NH:14][C:15](=[O:21])[O:16][C:17]([CH3:20])([CH3:19])[CH3:18])[C@H:11]2[CH2:13][O:12]2)[CH:5]=[C:6]([F:8])[CH:7]=1.[CH3:22][CH:23]([OH:25])[CH3:24]. Given the product [F:1][C:2]1[CH:3]=[C:4]([CH:5]=[C:6]([F:8])[CH:7]=1)[CH2:9][C@H:10]([NH:14][C:15](=[O:21])[O:16][C:17]([CH3:20])([CH3:19])[CH3:18])[C@H:11]([OH:12])[CH2:13][NH:14][C@@H:10]1[C:24]2[C:23](=[CH:22][CH:18]=[C:17]([OH:16])[CH:19]=2)[O:25][CH2:4][CH2:9]1, predict the reactants needed to synthesize it. (4) Given the product [F:1][C:2]1[CH:10]=[C:9]([N:11]2[C:19]3[CH2:18][C:17]([CH3:21])([CH3:20])[CH2:16][C:15](=[O:22])[C:14]=3[C:13]([CH3:23])=[CH:12]2)[CH:8]=[C:7]([NH:24][C@H:25]2[CH2:29][CH2:28][CH2:27][C@@H:26]2[OH:30])[C:3]=1[C:4]([NH2:6])=[O:5], predict the reactants needed to synthesize it. The reactants are: [F:1][C:2]1[CH:10]=[C:9]([N:11]2[C:19]3[CH2:18][C:17]([CH3:21])([CH3:20])[CH2:16][C:15](=[O:22])[C:14]=3[C:13]([CH3:23])=[CH:12]2)[CH:8]=[C:7]([NH:24][C@H:25]2[CH2:29][CH2:28][CH2:27][C@@H:26]2[O:30]CC2C=CC=CC=2)[C:3]=1[C:4]([NH2:6])=[O:5]. (5) Given the product [F:8][C:6]1[CH:5]=[C:4]([NH:9][C:10]2[N:18]=[CH:17][CH:16]=[CH:15][C:11]=2[C:12]([NH:24][C:20]([CH3:21])([C:22]#[CH:23])[CH3:19])=[O:14])[CH:3]=[C:2]([F:1])[CH:7]=1, predict the reactants needed to synthesize it. The reactants are: [F:1][C:2]1[CH:3]=[C:4]([NH:9][C:10]2[N:18]=[CH:17][CH:16]=[CH:15][C:11]=2[C:12]([OH:14])=O)[CH:5]=[C:6]([F:8])[CH:7]=1.[CH3:19][C:20]([NH2:24])([C:22]#[CH:23])[CH3:21].C1C=CC2N(O)N=NC=2C=1.CCN=C=NCCCN(C)C.CCN(C(C)C)C(C)C. (6) Given the product [CH:7]([C:8]1[O:10][C:11]([C:12]([O:14][CH2:15][CH3:16])=[O:13])=[C:17]([CH3:18])[N:26]=1)([C:20]1[CH:25]=[CH:24][CH:23]=[CH:22][CH:21]=1)[C:1]1[CH:6]=[CH:5][CH:4]=[CH:3][CH:2]=1, predict the reactants needed to synthesize it. The reactants are: [C:1]1([CH:7]([C:20]2[CH:25]=[CH:24][CH:23]=[CH:22][CH:21]=2)[C:8]([O:10][CH:11]([C:17](=O)[CH3:18])[C:12]([O:14][CH2:15][CH3:16])=[O:13])=O)[CH:6]=[CH:5][CH:4]=[CH:3][CH:2]=1.[NH3:26]. (7) The reactants are: [CH2:1]([C:4]1[C:5]([NH:11][C:12]2[CH:13]=[C:14]([CH3:18])[CH:15]=[CH:16][CH:17]=2)=[N:6][CH:7]=[N:8][C:9]=1[Cl:10])[CH:2]=C.CC(O)(C)C.O.OS([O-])=O.[Na+]. Given the product [Cl:10][C:9]1[C:4]2[CH:1]=[CH:2][N:11]([C:12]3[CH:13]=[C:14]([CH3:18])[CH:15]=[CH:16][CH:17]=3)[C:5]=2[N:6]=[CH:7][N:8]=1, predict the reactants needed to synthesize it.